From a dataset of NCI-60 drug combinations with 297,098 pairs across 59 cell lines. Regression. Given two drug SMILES strings and cell line genomic features, predict the synergy score measuring deviation from expected non-interaction effect. Drug 2: C1C(C(OC1N2C=NC3=C(N=C(N=C32)Cl)N)CO)O. Cell line: KM12. Drug 1: C1CC(=O)NC(=O)C1N2CC3=C(C2=O)C=CC=C3N. Synergy scores: CSS=-0.124, Synergy_ZIP=-5.64, Synergy_Bliss=-13.3, Synergy_Loewe=-5.21, Synergy_HSA=-8.09.